From a dataset of NCI-60 drug combinations with 297,098 pairs across 59 cell lines. Regression. Given two drug SMILES strings and cell line genomic features, predict the synergy score measuring deviation from expected non-interaction effect. (1) Drug 1: C1=NC2=C(N=C(N=C2N1C3C(C(C(O3)CO)O)O)F)N. Drug 2: CC1=C(C(=CC=C1)Cl)NC(=O)C2=CN=C(S2)NC3=CC(=NC(=N3)C)N4CCN(CC4)CCO. Cell line: COLO 205. Synergy scores: CSS=26.6, Synergy_ZIP=-5.23, Synergy_Bliss=1.68, Synergy_Loewe=1.21, Synergy_HSA=1.14. (2) Drug 1: CCN(CC)CCNC(=O)C1=C(NC(=C1C)C=C2C3=C(C=CC(=C3)F)NC2=O)C. Drug 2: COCCOC1=C(C=C2C(=C1)C(=NC=N2)NC3=CC=CC(=C3)C#C)OCCOC.Cl. Cell line: COLO 205. Synergy scores: CSS=-0.795, Synergy_ZIP=1.60, Synergy_Bliss=2.24, Synergy_Loewe=1.68, Synergy_HSA=-1.61. (3) Drug 1: C1=CC(=CC=C1CC(C(=O)O)N)N(CCCl)CCCl.Cl. Drug 2: COC1=NC(=NC2=C1N=CN2C3C(C(C(O3)CO)O)O)N. Cell line: HL-60(TB). Synergy scores: CSS=81.9, Synergy_ZIP=5.02, Synergy_Bliss=4.55, Synergy_Loewe=1.24, Synergy_HSA=5.24. (4) Drug 1: CC12CCC(CC1=CCC3C2CCC4(C3CC=C4C5=CN=CC=C5)C)O. Drug 2: CCCCC(=O)OCC(=O)C1(CC(C2=C(C1)C(=C3C(=C2O)C(=O)C4=C(C3=O)C=CC=C4OC)O)OC5CC(C(C(O5)C)O)NC(=O)C(F)(F)F)O. Cell line: BT-549. Synergy scores: CSS=9.65, Synergy_ZIP=6.91, Synergy_Bliss=5.72, Synergy_Loewe=4.65, Synergy_HSA=5.58. (5) Drug 1: CCCCCOC(=O)NC1=NC(=O)N(C=C1F)C2C(C(C(O2)C)O)O. Drug 2: CN(CCCl)CCCl.Cl. Cell line: OVCAR-5. Synergy scores: CSS=14.1, Synergy_ZIP=-2.14, Synergy_Bliss=0.771, Synergy_Loewe=0.946, Synergy_HSA=3.69. (6) Drug 1: C1CC(=O)NC(=O)C1N2CC3=C(C2=O)C=CC=C3N. Drug 2: C1CC(C1)(C(=O)O)C(=O)O.[NH2-].[NH2-].[Pt+2]. Cell line: MOLT-4. Synergy scores: CSS=61.7, Synergy_ZIP=-2.09, Synergy_Bliss=-8.31, Synergy_Loewe=-28.7, Synergy_HSA=-10.3.